This data is from NCI-60 drug combinations with 297,098 pairs across 59 cell lines. The task is: Regression. Given two drug SMILES strings and cell line genomic features, predict the synergy score measuring deviation from expected non-interaction effect. (1) Drug 1: C1=NC2=C(N=C(N=C2N1C3C(C(C(O3)CO)O)F)Cl)N. Drug 2: CC1=C(C(=O)C2=C(C1=O)N3CC4C(C3(C2COC(=O)N)OC)N4)N. Cell line: IGROV1. Synergy scores: CSS=9.45, Synergy_ZIP=-4.03, Synergy_Bliss=-3.42, Synergy_Loewe=-5.55, Synergy_HSA=-3.36. (2) Drug 1: C1CCC(C(C1)N)N.C(=O)(C(=O)[O-])[O-].[Pt+4]. Drug 2: C1CN(P(=O)(OC1)NCCCl)CCCl. Cell line: TK-10. Synergy scores: CSS=4.34, Synergy_ZIP=-20.7, Synergy_Bliss=-51.2, Synergy_Loewe=-31.4, Synergy_HSA=-50.2. (3) Drug 1: CN1CCC(CC1)COC2=C(C=C3C(=C2)N=CN=C3NC4=C(C=C(C=C4)Br)F)OC. Drug 2: CC1=C(C=C(C=C1)C(=O)NC2=CC(=CC(=C2)C(F)(F)F)N3C=C(N=C3)C)NC4=NC=CC(=N4)C5=CN=CC=C5. Cell line: NCI-H322M. Synergy scores: CSS=31.0, Synergy_ZIP=2.55, Synergy_Bliss=1.59, Synergy_Loewe=-13.9, Synergy_HSA=-2.67. (4) Drug 1: CN(CC1=CN=C2C(=N1)C(=NC(=N2)N)N)C3=CC=C(C=C3)C(=O)NC(CCC(=O)O)C(=O)O. Drug 2: C1=CN(C(=O)N=C1N)C2C(C(C(O2)CO)O)O.Cl. Cell line: SF-539. Synergy scores: CSS=52.4, Synergy_ZIP=-8.89, Synergy_Bliss=-7.77, Synergy_Loewe=-5.80, Synergy_HSA=-2.67.